Dataset: Peptide-MHC class I binding affinity with 185,985 pairs from IEDB/IMGT. Task: Regression. Given a peptide amino acid sequence and an MHC pseudo amino acid sequence, predict their binding affinity value. This is MHC class I binding data. (1) The peptide sequence is RPMTYKAAV. The MHC is HLA-A30:02 with pseudo-sequence HLA-A30:02. The binding affinity (normalized) is 0. (2) The peptide sequence is MSQIMYNYP. The MHC is HLA-A01:01 with pseudo-sequence HLA-A01:01. The binding affinity (normalized) is 0. (3) The peptide sequence is YDQMKCKSL. The MHC is HLA-B44:02 with pseudo-sequence HLA-B44:02. The binding affinity (normalized) is 0. (4) The peptide sequence is FSPEVIPMF. The MHC is HLA-A03:01 with pseudo-sequence HLA-A03:01. The binding affinity (normalized) is 0.